Dataset: Catalyst prediction with 721,799 reactions and 888 catalyst types from USPTO. Task: Predict which catalyst facilitates the given reaction. (1) Reactant: [NH2:1][C:2]1[CH:9]=[CH:8][C:5]([C:6]#N)=[CH:4][CH:3]=1.Cl.[CH3:11][NH:12][CH2:13][CH2:14][NH2:15]. Product: [CH3:11][N:12]1[CH2:13][CH2:14][N:15]=[C:6]1[C:5]1[CH:8]=[CH:9][C:2]([NH2:1])=[CH:3][CH:4]=1. The catalyst class is: 5. (2) Reactant: [O-:1][C:2]#N.[K+].[CH3:5][O:6][C:7]1[N:12]=[CH:11][C:10]([NH:13][C:14]2([C:20]#[N:21])[CH2:19][CH2:18][CH2:17][CH2:16][CH2:15]2)=[CH:9][CH:8]=1.Cl.[OH2:23]. Product: [CH3:5][O:6][C:7]1[N:12]=[CH:11][C:10]([N:13]2[C:14]3([CH2:19][CH2:18][CH2:17][CH2:16][CH2:15]3)[C:20](=[O:23])[NH:21][C:2]2=[O:1])=[CH:9][CH:8]=1. The catalyst class is: 15. (3) Reactant: [NH2:1][C:2]1[N:6]([CH2:7][CH3:8])[N:5]=[CH:4][CH:3]=1.Cl[C:10]([CH:13]([C:19]([O:21][CH2:22][CH3:23])=[O:20])[C:14]([O:16][CH2:17][CH3:18])=[O:15])=[CH:11][CH3:12].ClC(=C(C(OCC)=O)C(OCC)=O)CC.C(N(CC)CC)C. Product: [CH2:7]([N:6]1[C:2]([NH:1][C:10](=[C:13]([C:19]([O:21][CH2:22][CH3:23])=[O:20])[C:14]([O:16][CH2:17][CH3:18])=[O:15])[CH2:11][CH3:12])=[CH:3][CH:4]=[N:5]1)[CH3:8]. The catalyst class is: 11. (4) Reactant: Br[CH2:2][C:3]([C:5]1[CH:6]=[N:7][N:8]([C:12]2[CH:17]=[CH:16][CH:15]=[CH:14][CH:13]=2)[C:9]=1[CH2:10][CH3:11])=[O:4].[CH3:18][O:19][C:20](=[O:29])[C:21]1[CH:26]=[CH:25][C:24]([CH3:27])=[C:23]([NH2:28])[CH:22]=1. Product: [CH3:18][O:19][C:20](=[O:29])[C:21]1[CH:26]=[CH:25][C:24]([CH3:27])=[C:23]([NH:28][CH2:2][C:3]([C:5]2[CH:6]=[N:7][N:8]([C:12]3[CH:17]=[CH:16][CH:15]=[CH:14][CH:13]=3)[C:9]=2[CH2:10][CH3:11])=[O:4])[CH:22]=1. The catalyst class is: 14. (5) Reactant: Cl.[C:2](Cl)(=[O:9])[C:3]1[CH:8]=[CH:7][N:6]=[CH:5][CH:4]=1.C(N(CC)CC)C.[SH:18][C:19]1[CH:24]=[CH:23][CH:22]=[CH:21][N:20]=1.O. Product: [C:2](=[O:9])([S:18][C:19]1[CH:24]=[CH:23][CH:22]=[CH:21][N:20]=1)[C:3]1[CH:8]=[CH:7][N:6]=[CH:5][CH:4]=1. The catalyst class is: 2. (6) The catalyst class is: 2. Product: [NH2:14][C:15]1[S:16][C@:17]2([CH2:42][F:11])[C@H:19]([C@:20]([C:24]3[CH:25]=[C:26]([NH:32][C:33]([C:34]4[CH:39]=[CH:38][C:37]([Cl:40])=[CH:36][N:35]=4)=[O:41])[CH:27]=[C:28]([F:31])[C:29]=3[F:30])([CH2:22][F:23])[N:21]=1)[CH2:18]2. Reactant: COCCN(S(F)(F)[F:11])CCOC.[NH2:14][C:15]1[S:16][C@:17]2([CH2:42]O)[C@H:19]([C@:20]([C:24]3[CH:25]=[C:26]([NH:32][C:33](=[O:41])[C:34]4[CH:39]=[CH:38][C:37]([Cl:40])=[CH:36][N:35]=4)[CH:27]=[C:28]([F:31])[C:29]=3[F:30])([CH2:22][F:23])[N:21]=1)[CH2:18]2. (7) Reactant: Br[C:2]1[CH:3]=[CH:4][C:5]([N:8]([CH3:10])[CH3:9])=[N:6][CH:7]=1.[O:11]1[C:15]2([CH2:20][CH2:19][C:18](=[O:21])[CH2:17][CH2:16]2)[O:14][CH2:13][CH2:12]1. Product: [CH3:9][N:8]([CH3:10])[C:5]1[N:6]=[CH:7][C:2]([C:18]2([OH:21])[CH2:19][CH2:20][C:15]3([O:14][CH2:13][CH2:12][O:11]3)[CH2:16][CH2:17]2)=[CH:3][CH:4]=1. The catalyst class is: 28. (8) Reactant: [H-].[Na+].[CH3:3][O:4][CH2:5][CH2:6][OH:7].[Br:8][C:9]1[CH:10]=[N:11][C:12](Cl)=[N:13][CH:14]=1. Product: [Br:8][C:9]1[CH:10]=[N:11][C:12]([O:7][CH2:6][CH2:5][O:4][CH3:3])=[N:13][CH:14]=1. The catalyst class is: 1. (9) Reactant: [CH3:1][C:2]1[CH:7]=[C:6]([C:8]2[CH:13]=[CH:12][C:11]([CH2:14][C:15]([NH:17][C:18]3[CH:23]=[CH:22][C:21]([N:24]4[CH2:29][CH2:28][NH:27][CH2:26][CH2:25]4)=[CH:20][N:19]=3)=[O:16])=[CH:10][CH:9]=2)[CH:5]=[CH:4][N:3]=1.Br[CH2:31][C:32]#[N:33].C(=O)([O-])[O-].[K+].[K+].O. Product: [C:32]([CH2:31][N:27]1[CH2:28][CH2:29][N:24]([C:21]2[CH:22]=[CH:23][C:18]([NH:17][C:15](=[O:16])[CH2:14][C:11]3[CH:12]=[CH:13][C:8]([C:6]4[CH:5]=[CH:4][N:3]=[C:2]([CH3:1])[CH:7]=4)=[CH:9][CH:10]=3)=[N:19][CH:20]=2)[CH2:25][CH2:26]1)#[N:33]. The catalyst class is: 3. (10) Reactant: N(OCCC(C)C)=O.[CH3:9][C:10]1[CH:15]=[C:14]([C:16]([F:19])([F:18])[F:17])[N:13]=[CH:12][C:11]=1N.[I:21]I. Product: [I:21][C:11]1[C:10]([CH3:9])=[CH:15][C:14]([C:16]([F:19])([F:18])[F:17])=[N:13][CH:12]=1. The catalyst class is: 22.